This data is from Catalyst prediction with 721,799 reactions and 888 catalyst types from USPTO. The task is: Predict which catalyst facilitates the given reaction. Reactant: [Cl:1][C:2]1[C:7]([C:8]2[C:21](=[O:22])[N:20]([CH3:23])[C:11]3[N:12]=[C:13](S(C)(=O)=O)[N:14]=[CH:15][C:10]=3[CH:9]=2)=[C:6]([Cl:24])[CH:5]=[CH:4][C:3]=1[NH:25][C:26](=[O:37])[C:27]1[CH:32]=[CH:31][CH:30]=[C:29]([C:33]([F:36])([F:35])[F:34])[CH:28]=1.[OH:38][CH:39]([C:41]1[CH:42]=[C:43]([CH:45]=[CH:46][CH:47]=1)[NH2:44])[CH3:40]. Product: [Cl:1][C:2]1[C:7]([C:8]2[C:21](=[O:22])[N:20]([CH3:23])[C:11]3[N:12]=[C:13]([NH:44][C:43]4[CH:45]=[CH:46][CH:47]=[C:41]([CH:39]([OH:38])[CH3:40])[CH:42]=4)[N:14]=[CH:15][C:10]=3[CH:9]=2)=[C:6]([Cl:24])[CH:5]=[CH:4][C:3]=1[NH:25][C:26](=[O:37])[C:27]1[CH:32]=[CH:31][CH:30]=[C:29]([C:33]([F:36])([F:35])[F:34])[CH:28]=1. The catalyst class is: 25.